From a dataset of Catalyst prediction with 721,799 reactions and 888 catalyst types from USPTO. Predict which catalyst facilitates the given reaction. (1) Reactant: [N+:1]([C:4]1[CH:5]=[CH:6][C:7]([C:10]2[CH2:11][CH2:12][C:13]3([CH2:24][CH:25]=2)[CH2:18][CH2:17][CH:16]([CH2:19][C:20]([O:22][CH3:23])=[O:21])[CH2:15][CH2:14]3)=[N:8][CH:9]=1)([O-])=O. Product: [NH2:1][C:4]1[CH:5]=[CH:6][C:7]([CH:10]2[CH2:25][CH2:24][C:13]3([CH2:18][CH2:17][CH:16]([CH2:19][C:20]([O:22][CH3:23])=[O:21])[CH2:15][CH2:14]3)[CH2:12][CH2:11]2)=[N:8][CH:9]=1. The catalyst class is: 99. (2) Reactant: Br[CH2:2][C:3]1[CH:8]=[CH:7][CH:6]=[CH:5][C:4]=1[C:9]1[CH:14]=[CH:13][CH:12]=[CH:11][CH:10]=1.[N-:15]=[N+:16]=[N-:17].[Na+].[I-].[Na+]. Product: [C:4]1([C:9]2[CH:14]=[CH:13][CH:12]=[CH:11][CH:10]=2)[CH:5]=[CH:6][CH:7]=[CH:8][C:3]=1[CH2:2][N:15]=[N+:16]=[N-:17]. The catalyst class is: 16. (3) Reactant: [C:1]([O:5][C:6](=[O:43])[N:7]([CH2:28][CH2:29][CH2:30][N:31]1[C:40](=[O:41])[C:39]2[C:34](=[CH:35][CH:36]=[CH:37][CH:38]=2)[NH:33][C:32]1=[O:42])[CH2:8][CH2:9][CH2:10][CH2:11][NH:12][CH2:13][CH2:14][CH2:15][N:16]1[C:25](=[O:26])[C:24]2[C:19](=[CH:20][CH:21]=[CH:22][CH:23]=2)[NH:18][C:17]1=[O:27])([CH3:4])([CH3:3])[CH3:2].[H-].[Na+].Br[CH2:47][CH2:48][CH2:49][CH2:50][CH2:51][CH3:52]. Product: [C:1]([O:5][C:6](=[O:43])[N:7]([CH2:28][CH2:29][CH2:30][N:31]1[C:40](=[O:41])[C:39]2[C:34](=[CH:35][CH:36]=[CH:37][CH:38]=2)[NH:33][C:32]1=[O:42])[CH2:8][CH2:9][CH2:10][CH2:11][N:12]([CH2:13][CH2:14][CH2:15][N:16]1[C:25](=[O:26])[C:24]2[C:19](=[CH:20][CH:21]=[CH:22][CH:23]=2)[NH:18][C:17]1=[O:27])[CH2:47][CH2:48][CH2:49][CH2:50][CH2:51][CH3:52])([CH3:4])([CH3:2])[CH3:3]. The catalyst class is: 7.